Dataset: Forward reaction prediction with 1.9M reactions from USPTO patents (1976-2016). Task: Predict the product of the given reaction. (1) Given the reactants [C:1]([O:5][C:6](=[O:19])[NH:7][C:8]1[CH:13]=[CH:12][C:11]([C:14]#[CH:15])=[CH:10][C:9]=1[N+:16]([O-:18])=[O:17])([CH3:4])([CH3:3])[CH3:2].Br[C:21]1[S:22][CH:23]=[CH:24][N:25]=1, predict the reaction product. The product is: [C:1]([O:5][C:6](=[O:19])[NH:7][C:8]1[CH:13]=[CH:12][C:11]([C:14]#[C:15][C:21]2[S:22][CH:23]=[CH:24][N:25]=2)=[CH:10][C:9]=1[N+:16]([O-:18])=[O:17])([CH3:4])([CH3:2])[CH3:3]. (2) Given the reactants [CH:1]12[NH:8][CH:5]([CH2:6][CH2:7]1)[CH2:4][C:3](=[O:9])[CH2:2]2.Cl[C:11]1[O:12][C:13]2[CH:19]=[C:18]([OH:20])[CH:17]=[CH:16][C:14]=2[N:15]=1, predict the reaction product. The product is: [OH:20][C:18]1[CH:17]=[CH:16][C:14]2[N:15]=[C:11]([N:8]3[CH:5]4[CH2:6][CH2:7][CH:1]3[CH2:2][C:3](=[O:9])[CH2:4]4)[O:12][C:13]=2[CH:19]=1. (3) Given the reactants [OH:1][C@H:2]([CH3:14])[CH2:3][N:4]1[C:12]2[C:7](=[CH:8][CH:9]=[C:10]([OH:13])[CH:11]=2)[CH:6]=[N:5]1.[Br:15]N1C(=O)CCC1=O, predict the reaction product. The product is: [Br:15][C:11]1[C:10]([OH:13])=[CH:9][CH:8]=[C:7]2[C:12]=1[N:4]([CH2:3][C@H:2]([OH:1])[CH3:14])[N:5]=[CH:6]2. (4) The product is: [Cl:13][C:10]1[CH:9]=[CH:8][C:7]([C:5]2[S:6][C:2]([NH:1][C:18]3[CH:19]=[CH:20][C:21]([C:24]([OH:27])([CH3:26])[CH3:25])=[CH:22][N:23]=3)=[C:3]([C:14]([NH2:16])=[O:15])[N:4]=2)=[CH:12][CH:11]=1. Given the reactants [NH2:1][C:2]1[S:6][C:5]([C:7]2[CH:12]=[CH:11][C:10]([Cl:13])=[CH:9][CH:8]=2)=[N:4][C:3]=1[C:14]([NH2:16])=[O:15].Br[C:18]1[N:23]=[CH:22][C:21]([C:24]([OH:27])([CH3:26])[CH3:25])=[CH:20][CH:19]=1.CC(C1C=C(C(C)C)C(C2C=CC=CC=2P(C2CCCCC2)C2CCCCC2)=C(C(C)C)C=1)C.C(=O)([O-])[O-].[K+].[K+], predict the reaction product. (5) Given the reactants [CH3:1][C:2]([CH3:7])([CH3:6])[C:3]([NH2:5])=[O:4].C(Cl)(=O)[C:9](Cl)=[O:10].[NH2:14][C:15]1[N:20]=[C:19]([CH3:21])[C:18]([O:22][C:23]2[CH:28]=[CH:27][N:26]=[C:25]([NH:29][C:30]([CH:32]3[CH2:34][CH2:33]3)=[O:31])[CH:24]=2)=[CH:17][CH:16]=1, predict the reaction product. The product is: [CH3:21][C:19]1[C:18]([O:22][C:23]2[CH:28]=[CH:27][N:26]=[C:25]([NH:29][C:30]([CH:32]3[CH2:34][CH2:33]3)=[O:31])[CH:24]=2)=[CH:17][CH:16]=[C:15]([NH:14][C:9]([NH:5][C:3](=[O:4])[C:2]([CH3:7])([CH3:6])[CH3:1])=[O:10])[N:20]=1. (6) Given the reactants [CH:1]1([C:4]2[N:5]=[CH:6][C:7]([O:10][C@H:11]3[CH2:19][N:14]4[CH2:15][CH2:16][NH:17][CH2:18][C@@H:13]4[CH2:12]3)=[N:8][CH:9]=2)[CH2:3][CH2:2]1.C(N(CC)CC)C.[F:27][C:28]1[CH:36]=[CH:35][C:31]([C:32](Cl)=[O:33])=[CH:30][C:29]=1[C:37]([F:40])([F:39])[F:38], predict the reaction product. The product is: [CH:1]1([C:4]2[N:5]=[CH:6][C:7]([O:10][C@H:11]3[CH2:19][N:14]4[CH2:15][CH2:16][N:17]([C:32]([C:31]5[CH:35]=[CH:36][C:28]([F:27])=[C:29]([C:37]([F:40])([F:38])[F:39])[CH:30]=5)=[O:33])[CH2:18][C@@H:13]4[CH2:12]3)=[N:8][CH:9]=2)[CH2:3][CH2:2]1. (7) Given the reactants [NH2:1][C:2]1[CH:7]=[C:6]([CH3:8])[CH:5]=[CH:4][N:3]=1.[C:9](OC(=O)C)(=[O:11])[CH3:10], predict the reaction product. The product is: [C:9]([NH:1][C:2]1[CH:7]=[C:6]([CH3:8])[CH:5]=[CH:4][N:3]=1)(=[O:11])[CH3:10].